From a dataset of Peptide-MHC class I binding affinity with 185,985 pairs from IEDB/IMGT. Regression. Given a peptide amino acid sequence and an MHC pseudo amino acid sequence, predict their binding affinity value. This is MHC class I binding data. The peptide sequence is QVKDNIISR. The MHC is HLA-A11:01 with pseudo-sequence HLA-A11:01. The binding affinity (normalized) is 0.518.